Task: Predict which catalyst facilitates the given reaction.. Dataset: Catalyst prediction with 721,799 reactions and 888 catalyst types from USPTO (1) Reactant: [CH3:1][O:2][C:3](=[O:26])[CH2:4][CH2:5][N:6]([C:13](=[O:25])[C:14]1[CH:19]=[CH:18][C:17]([NH:20][CH3:21])=[C:16]([N+:22]([O-])=O)[CH:15]=1)[C:7]1[CH:12]=[CH:11][CH:10]=[CH:9][CH:8]=1. Product: [CH3:1][O:2][C:3](=[O:26])[CH2:4][CH2:5][N:6]([C:13](=[O:25])[C:14]1[CH:19]=[CH:18][C:17]([NH:20][CH3:21])=[C:16]([NH2:22])[CH:15]=1)[C:7]1[CH:8]=[CH:9][CH:10]=[CH:11][CH:12]=1. The catalyst class is: 29. (2) Reactant: [CH3:1][O:2][C:3]1[CH:4]=[C:5]([CH:36]=[CH:37][CH:38]=1)[CH2:6][N:7]1[C:12]([CH3:13])=[CH:11][C:10]([O:14][CH2:15][C:16]2[CH:33]=[CH:32][CH:31]=[CH:30][C:17]=2[CH2:18][N:19]2[C:27](=[O:28])[C:26]3[C:21](=[CH:22][CH:23]=[CH:24][CH:25]=3)[C:20]2=[O:29])=[C:9](I)[C:8]1=[O:35].[CH3:39][Sn](C)(C)C.[Cl-].[Li+].C(Cl)Cl. Product: [CH3:1][O:2][C:3]1[CH:4]=[C:5]([CH:36]=[CH:37][CH:38]=1)[CH2:6][N:7]1[C:12]([CH3:13])=[CH:11][C:10]([O:14][CH2:15][C:16]2[CH:33]=[CH:32][CH:31]=[CH:30][C:17]=2[CH2:18][N:19]2[C:27](=[O:28])[C:26]3[C:21](=[CH:22][CH:23]=[CH:24][CH:25]=3)[C:20]2=[O:29])=[C:9]([CH3:39])[C:8]1=[O:35]. The catalyst class is: 39. (3) Reactant: [CH3:1][C@H:2]1[C@H:11]([CH3:12])[C@@H:10]([NH:13][C:14](=[O:23])[O:15][CH2:16][C:17]2[CH:22]=[CH:21][CH:20]=[CH:19][CH:18]=2)[C:9]2[C:4](=[CH:5][CH:6]=[CH:7][N:8]=2)[NH:3]1.N1C=CC=CC=1.[C:30](Cl)(=[O:32])[CH3:31]. Product: [C:30]([N:3]1[C:4]2[C:9](=[N:8][CH:7]=[CH:6][CH:5]=2)[C@H:10]([NH:13][C:14](=[O:23])[O:15][CH2:16][C:17]2[CH:18]=[CH:19][CH:20]=[CH:21][CH:22]=2)[C@@H:11]([CH3:12])[C@@H:2]1[CH3:1])(=[O:32])[CH3:31]. The catalyst class is: 2.